Dataset: Reaction yield outcomes from USPTO patents with 853,638 reactions. Task: Predict the reaction yield, written as a fraction of the theoretical maximum amount of product (1.0 means a 100% yield; for example, 0.34 means a 34% yield). (1) The reactants are [NH2:1][C:2]1[C:3]2[C:10]([C:11]3[CH:16]=[CH:15][C:14]([CH3:17])=[CH:13][CH:12]=3)=[CH:9][N:8]([CH:18]3[CH2:22][O:21][CH:20]([CH2:23][OH:24])[CH2:19]3)[C:4]=2[N:5]=[CH:6][N:7]=1.[CH2:25]([O:27][P:28]([C:33]1[CH:34]=[C:35]([CH2:47][CH2:48][C:49](O)=[O:50])[CH:36]=[CH:37][C:38]=1[P:39]([O:44][CH2:45][CH3:46])([O:41][CH2:42][CH3:43])=[O:40])([O:30][CH2:31][CH3:32])=[O:29])[CH3:26].C1CCC(N=C=NC2CCCCC2)CC1. The catalyst is CN(C1C=CN=CC=1)C.CN(C=O)C. The product is [NH2:1][C:2]1[C:3]2[C:10]([C:11]3[CH:12]=[CH:13][C:14]([CH3:17])=[CH:15][CH:16]=3)=[CH:9][N:8]([CH:18]3[CH2:22][O:21][CH:20]([CH2:23][O:24][C:49](=[O:50])[CH2:48][CH2:47][C:35]4[CH:36]=[CH:37][C:38]([P:39]([O:41][CH2:42][CH3:43])([O:44][CH2:45][CH3:46])=[O:40])=[C:33]([P:28]([O:30][CH2:31][CH3:32])([O:27][CH2:25][CH3:26])=[O:29])[CH:34]=4)[CH2:19]3)[C:4]=2[N:5]=[CH:6][N:7]=1. The yield is 0.250. (2) The catalyst is CN(C=O)C. The reactants are [CH2:1]([O:3][C:4](=[O:22])[CH2:5][NH:6][CH2:7][CH2:8][NH:9][S:10]([C:13]1[S:14][C:15]2[CH:21]=[CH:20][CH:19]=[CH:18][C:16]=2[N:17]=1)(=[O:12])=[O:11])[CH3:2].[CH3:23][O:24][C:25]1[CH:48]=[CH:47][C:28]([CH2:29][O:30][C:31]([NH:33][C:34]2[N:42]=[CH:41][N:40]=[C:39]3[C:35]=2[N:36]=[CH:37][N:38]3[CH2:43][C:44](O)=[O:45])=[O:32])=[CH:27][CH:26]=1.CN(C(ON1N=NC2C=CC=CC1=2)=[N+](C)C)C.F[P-](F)(F)(F)(F)F.C(N(C(C)C)CC)(C)C.Cl. The yield is 0.970. The product is [CH2:1]([O:3][C:4](=[O:22])[CH2:5][N:6]([CH2:7][CH2:8][NH:9][S:10]([C:13]1[S:14][C:15]2[CH:21]=[CH:20][CH:19]=[CH:18][C:16]=2[N:17]=1)(=[O:12])=[O:11])[C:44](=[O:45])[CH2:43][N:38]1[CH:37]=[N:36][C:35]2[C:39]1=[N:40][CH:41]=[N:42][C:34]=2[NH:33][C:31]([O:30][CH2:29][C:28]1[CH:47]=[CH:48][C:25]([O:24][CH3:23])=[CH:26][CH:27]=1)=[O:32])[CH3:2]. (3) The reactants are [CH2:1]([O:8][C:9]([NH:11][C:12]1[CH:32]=[CH:31][C:15]([CH2:16][C:17]2[N:22]=[C:21]([N:23]([CH3:25])[CH3:24])[C:20]([CH2:26][C:27]([O:29]C)=[O:28])=[CH:19][N:18]=2)=[CH:14][CH:13]=1)=[O:10])[C:2]1[CH:7]=[CH:6][CH:5]=[CH:4][CH:3]=1.[OH-].[Na+]. The catalyst is O1CCCC1.CO. The product is [CH2:1]([O:8][C:9]([NH:11][C:12]1[CH:13]=[CH:14][C:15]([CH2:16][C:17]2[N:22]=[C:21]([N:23]([CH3:24])[CH3:25])[C:20]([CH2:26][C:27]([OH:29])=[O:28])=[CH:19][N:18]=2)=[CH:31][CH:32]=1)=[O:10])[C:2]1[CH:3]=[CH:4][CH:5]=[CH:6][CH:7]=1. The yield is 0.780. (4) The reactants are Cl[C:2]1[NH:3][C:4]2[N:5]([N:12]=[CH:13][C:14]=2[C:15]#[N:16])[C:6](=[O:11])[C:7]=1[CH:8]([CH3:10])[CH3:9].[NH:17]1[CH2:22][CH2:21][CH2:20][CH2:19][CH2:18]1.CC(OC1C=CC=C(OC(C)C)C=1C1C(P(C2CCCCC2)C2CCCCC2)=CC=CC=1)C.CC([O-])(C)C.[Na+]. The catalyst is CC(OC1C=CC=C(OC(C)C)C=1C1C(P(C2CCCCC2)C2CCCCC2)=CC=CC=1)C.C1COCC1. The product is [CH:8]([C:7]1[C:6](=[O:11])[N:5]2[N:12]=[CH:13][C:14]([C:15]#[N:16])=[C:4]2[NH:3][C:2]=1[N:17]1[CH2:22][CH2:21][CH2:20][CH2:19][CH2:18]1)([CH3:10])[CH3:9]. The yield is 0.0520. (5) The catalyst is N1C=CC=CC=1. The yield is 0.260. The reactants are Cl.[N:2]1[C:11]2[C:6](=[CH:7][C:8]([C:12](Cl)=[O:13])=[CH:9][CH:10]=2)[CH:5]=[CH:4][CH:3]=1.[C:15]12([OH:25])[CH2:24][CH:19]3[CH2:20][CH:21]([CH2:23][CH:17]([CH2:18]3)[CH2:16]1)[CH2:22]2.O. The product is [N:2]1[C:11]2[C:6](=[CH:7][C:8]([C:12]([O:25][C:15]34[CH2:22][CH:21]5[CH2:20][CH:19]([CH2:18][CH:17]([CH2:23]5)[CH2:16]3)[CH2:24]4)=[O:13])=[CH:9][CH:10]=2)[CH:5]=[CH:4][CH:3]=1.